This data is from Forward reaction prediction with 1.9M reactions from USPTO patents (1976-2016). The task is: Predict the product of the given reaction. (1) Given the reactants [F:1][C:2]1([F:44])[CH2:7][CH2:6][C@H:5]([O:8][C:9]2[C:14]([F:15])=[CH:13][C:12]([S:16]([N:19](CC3C=CC(OC)=CC=3OC)[C:20]3[CH:25]=[CH:24][N:23]=[CH:22][N:21]=3)(=[O:18])=[O:17])=[C:11]([F:37])[CH:10]=2)[C@@H:4]([C:38]2[N:42]([CH3:43])[N:41]=[CH:40][CH:39]=2)[CH2:3]1.C([SiH](CC)CC)C.FC(F)(F)C(O)=O, predict the reaction product. The product is: [F:44][C:2]1([F:1])[CH2:7][CH2:6][C@H:5]([O:8][C:9]2[C:14]([F:15])=[CH:13][C:12]([S:16]([NH:19][C:20]3[CH:25]=[CH:24][N:23]=[CH:22][N:21]=3)(=[O:17])=[O:18])=[C:11]([F:37])[CH:10]=2)[C@@H:4]([C:38]2[N:42]([CH3:43])[N:41]=[CH:40][CH:39]=2)[CH2:3]1. (2) Given the reactants [Cl:1][C:2]1[CH:3]=[C:4]([C:12]2[O:16][N:15]=[C:14]([C:17]([NH2:19])=[O:18])[CH:13]=2)[CH:5]=[CH:6][C:7]=1[O:8][CH:9]([CH3:11])[CH3:10].Br[C:21]1[CH:28]=[CH:27][C:24]([CH:25]=[O:26])=[CH:23][C:22]=1[Cl:29], predict the reaction product. The product is: [Cl:29][C:22]1[CH:23]=[C:24]([CH:25]=[O:26])[CH:27]=[CH:28][C:21]=1[NH:19][C:17]([C:14]1[CH:13]=[C:12]([C:4]2[CH:5]=[CH:6][C:7]([O:8][CH:9]([CH3:11])[CH3:10])=[C:2]([Cl:1])[CH:3]=2)[O:16][N:15]=1)=[O:18].